From a dataset of Peptide-MHC class I binding affinity with 185,985 pairs from IEDB/IMGT. Regression. Given a peptide amino acid sequence and an MHC pseudo amino acid sequence, predict their binding affinity value. This is MHC class I binding data. (1) The peptide sequence is FAHVALCAI. The MHC is H-2-Kb with pseudo-sequence H-2-Kb. The binding affinity (normalized) is 0.383. (2) The peptide sequence is KFNPMKTYI. The MHC is HLA-A33:01 with pseudo-sequence HLA-A33:01. The binding affinity (normalized) is 0.